Dataset: NCI-60 drug combinations with 297,098 pairs across 59 cell lines. Task: Regression. Given two drug SMILES strings and cell line genomic features, predict the synergy score measuring deviation from expected non-interaction effect. Drug 1: C1=CC(=CC=C1C#N)C(C2=CC=C(C=C2)C#N)N3C=NC=N3. Drug 2: C1C(C(OC1N2C=C(C(=O)NC2=O)F)CO)O. Cell line: A549. Synergy scores: CSS=41.7, Synergy_ZIP=-2.50, Synergy_Bliss=-2.54, Synergy_Loewe=-21.8, Synergy_HSA=-6.18.